This data is from Full USPTO retrosynthesis dataset with 1.9M reactions from patents (1976-2016). The task is: Predict the reactants needed to synthesize the given product. The reactants are: [OH:1][CH:2]([CH3:21])[CH2:3][C:4]1([CH3:20])[O:9][CH2:8][CH2:7][N:6](C(OCC2C=CC=CC=2)=O)[CH2:5]1. Given the product [CH3:20][C:4]1([CH2:3][CH:2]([OH:1])[CH3:21])[O:9][CH2:8][CH2:7][NH:6][CH2:5]1, predict the reactants needed to synthesize it.